From a dataset of Catalyst prediction with 721,799 reactions and 888 catalyst types from USPTO. Predict which catalyst facilitates the given reaction. (1) Reactant: Cl[C:2]1[N:7]=[C:6]2[N:8]([C@@H:13]3[C:21]4[C:16](=[CH:17][C:18]([C:22]5[CH:27]=[CH:26][CH:25]=[CH:24][C:23]=5[C:28]5[N:32]([C:33]([C:46]6[CH:51]=[CH:50][CH:49]=[CH:48][CH:47]=6)([C:40]6[CH:45]=[CH:44][CH:43]=[CH:42][CH:41]=6)[C:34]6[CH:39]=[CH:38][CH:37]=[CH:36][CH:35]=6)[N:31]=[N:30][N:29]=5)=[CH:19][CH:20]=4)[CH2:15][CH2:14]3)[C:9]([CH2:11][CH3:12])=[N:10][C:5]2=[C:4]([CH3:52])[CH:3]=1.N#N.C([O:58][C:59]([CH3:61])=[CH2:60])(=O)C.C1(P(C2C=CC=CC=2C2C(OC)=CC=CC=2OC)C2CCCCC2)CCCCC1.C[O-].C([Sn+](CCCC)CCCC)CCC. Product: [CH2:11]([C:9]1[N:8]([C@@H:13]2[C:21]3[C:16](=[CH:17][C:18]([C:22]4[CH:27]=[CH:26][CH:25]=[CH:24][C:23]=4[C:28]4[N:32]([C:33]([C:40]5[CH:41]=[CH:42][CH:43]=[CH:44][CH:45]=5)([C:34]5[CH:35]=[CH:36][CH:37]=[CH:38][CH:39]=5)[C:46]5[CH:47]=[CH:48][CH:49]=[CH:50][CH:51]=5)[N:31]=[N:30][N:29]=4)=[CH:19][CH:20]=3)[CH2:15][CH2:14]2)[C:6]2=[N:7][C:2]([CH2:60][C:59](=[O:58])[CH3:61])=[CH:3][C:4]([CH3:52])=[C:5]2[N:10]=1)[CH3:12]. The catalyst class is: 11. (2) The catalyst class is: 65. Product: [Br:1][C:2]1[CH:7]=[C:6]([N+:10]([O-:12])=[O:11])[C:5]([CH3:8])=[CH:4][C:3]=1[F:9]. Reactant: [Br:1][C:2]1[CH:7]=[CH:6][C:5]([CH3:8])=[CH:4][C:3]=1[F:9].[N+:10]([O-])([OH:12])=[O:11]. (3) Reactant: [CH2:1]([C:3]1[CH:8]=[CH:7][CH:6]=[CH:5][C:4]=1[NH:9][C:10]1[N:15]=[CH:14][C:13]2[N:16]=[CH:17][N:18]([CH3:19])[C:12]=2[CH:11]=1)[CH3:2].[H-].[Na+].I[CH2:23][CH3:24]. Product: [CH2:23]([N:9]([C:4]1[CH:5]=[CH:6][CH:7]=[CH:8][C:3]=1[CH2:1][CH3:2])[C:10]1[N:15]=[CH:14][C:13]2[N:16]=[CH:17][N:18]([CH3:19])[C:12]=2[CH:11]=1)[CH3:24]. The catalyst class is: 3. (4) Reactant: Cl[O-].[Na+].[CH2:4]([O:11][CH2:12][C@H:13]([O:17][CH2:18][CH:19]=[N:20][OH:21])[CH2:14][CH:15]=[CH2:16])[C:5]1[CH:10]=[CH:9][CH:8]=[CH:7][CH:6]=1. Product: [CH2:4]([O:11][CH2:12][C@@H:13]1[O:17][CH2:18][C:19]2=[N:20][O:21][CH2:16][C@@H:15]2[CH2:14]1)[C:5]1[CH:10]=[CH:9][CH:8]=[CH:7][CH:6]=1. The catalyst class is: 46.